From a dataset of Peptide-MHC class II binding affinity with 134,281 pairs from IEDB. Regression. Given a peptide amino acid sequence and an MHC pseudo amino acid sequence, predict their binding affinity value. This is MHC class II binding data. (1) The MHC is DRB1_0405 with pseudo-sequence DRB1_0405. The peptide sequence is WIILGLNKIVRMYSPTSI. The binding affinity (normalized) is 0.891. (2) The peptide sequence is YDKFLTNVSTVLTGK. The MHC is DRB1_1001 with pseudo-sequence DRB1_1001. The binding affinity (normalized) is 0.578.